This data is from Full USPTO retrosynthesis dataset with 1.9M reactions from patents (1976-2016). The task is: Predict the reactants needed to synthesize the given product. (1) Given the product [C:26]([C:28]1[CH:29]=[C:30]([C:7]2[CH:16]=[C:15]3[C:10]([CH:11]=[CH:12][CH:13]=[C:14]3[N:17]3[CH2:22][CH2:21][N:20]([CH3:23])[CH2:19][CH2:18]3)=[CH:9][CH:8]=2)[CH:31]=[N:32][CH:33]=1)#[N:27], predict the reactants needed to synthesize it. The reactants are: FC(F)(F)S(O[C:7]1[CH:16]=[C:15]2[C:10]([CH:11]=[CH:12][CH:13]=[C:14]2[N:17]2[CH2:22][CH2:21][N:20]([CH3:23])[CH2:19][CH2:18]2)=[CH:9][CH:8]=1)(=O)=O.[C:26]([C:28]1[CH:29]=[C:30]([Sn](C)(C)C)[CH:31]=[N:32][CH:33]=1)#[N:27].C(N(CC)CC)C.[Cl-].[Li+]. (2) Given the product [OH:31][NH:30][C:17](=[NH:18])[C:16]1[CH:19]=[CH:20][C:13]([C@@H:11]([N:7]2[CH2:6][CH2:5][C@:4]([CH2:3][C:2]([OH:1])([CH3:27])[CH3:28])([C:21]3[CH:22]=[CH:23][CH:24]=[CH:25][CH:26]=3)[O:9][C:8]2=[O:10])[CH3:12])=[CH:14][CH:15]=1, predict the reactants needed to synthesize it. The reactants are: [OH:1][C:2]([CH3:28])([CH3:27])[CH2:3][C@@:4]1([C:21]2[CH:26]=[CH:25][CH:24]=[CH:23][CH:22]=2)[O:9][C:8](=[O:10])[N:7]([C@H:11]([C:13]2[CH:20]=[CH:19][C:16]([C:17]#[N:18])=[CH:15][CH:14]=2)[CH3:12])[CH2:6][CH2:5]1.Cl.[NH2:30][OH:31].CCN(CC)CC.